From a dataset of Full USPTO retrosynthesis dataset with 1.9M reactions from patents (1976-2016). Predict the reactants needed to synthesize the given product. The reactants are: [N:1]1([CH2:7][C:8]2[CH:13]=[CH:12][C:11]([CH2:14][CH2:15][OH:16])=[CH:10][CH:9]=2)[CH2:6][CH2:5][CH2:4][CH2:3][CH2:2]1.C(N(CC)CC)C.[CH3:24][S:25](Cl)(=[O:27])=[O:26]. Given the product [N:1]1([CH2:7][C:8]2[CH:9]=[CH:10][C:11]([CH2:14][CH2:15][O:16][S:25]([CH3:24])(=[O:27])=[O:26])=[CH:12][CH:13]=2)[CH2:6][CH2:5][CH2:4][CH2:3][CH2:2]1, predict the reactants needed to synthesize it.